From a dataset of Forward reaction prediction with 1.9M reactions from USPTO patents (1976-2016). Predict the product of the given reaction. (1) The product is: [CH3:12][C:13]1[CH:14]=[CH:15][C:16]([OH:22])=[C:17]([C:18]2[O:1][N:2]=[C:3]([C:5]3[C:10]([CH3:11])=[CH:9][CH:8]=[CH:7][N:6]=3)[N:4]=2)[CH:21]=1. Given the reactants [OH:1][NH:2][C:3]([C:5]1[C:10]([CH3:11])=[CH:9][CH:8]=[CH:7][N:6]=1)=[NH:4].[CH3:12][C:13]1[CH:21]=[C:17]([C:18](O)=O)[C:16]([OH:22])=[CH:15][CH:14]=1, predict the reaction product. (2) The product is: [OH:1][C:2]1[CH:10]=[C:9]([O:11][C:12]2[CH:17]=[CH:16][C:15]([NH2:18])=[CH:14][CH:13]=2)[CH:8]=[CH:7][C:3]=1[C:4]([OH:6])=[O:5]. Given the reactants [OH:1][C:2]1[CH:10]=[C:9]([O:11][C:12]2[CH:17]=[CH:16][C:15]([N+:18]([O-])=O)=[CH:14][CH:13]=2)[CH:8]=[CH:7][C:3]=1[C:4]([OH:6])=[O:5], predict the reaction product. (3) The product is: [Br:24][C:20]1[N:19]=[C:18]([CH2:17][N:8]2[C:9]3[C:14](=[CH:13][CH:12]=[CH:11][CH:10]=3)[C:15](=[O:16])[C:6]([C:4]([C:32]3[CH:27]=[CH:28][CH:29]=[C:30]([C:33]([F:36])([F:35])[F:34])[N:31]=3)=[O:5])=[CH:7]2)[CH:23]=[CH:22][CH:21]=1. Given the reactants CON(C)[C:4]([C:6]1[C:15](=[O:16])[C:14]2[C:9](=[CH:10][CH:11]=[CH:12][CH:13]=2)[N:8]([CH2:17][C:18]2[CH:23]=[CH:22][CH:21]=[C:20]([Br:24])[N:19]=2)[CH:7]=1)=[O:5].I[C:27]1[CH:28]=[CH:29][C:30]([C:33]([F:36])([F:35])[F:34])=[N:31][CH:32]=1.C([Mg]Cl)(C)C, predict the reaction product. (4) The product is: [CH:13]([N:8]1[CH:9]=[CH:10][C:6]([C:2]2[S:1][CH:5]=[CH:4][CH:3]=2)=[N:7]1)([CH3:15])[CH3:14].[CH:13]([N:7]1[C:6]([C:2]2[S:1][CH:5]=[CH:4][CH:3]=2)=[CH:10][CH:9]=[N:8]1)([CH3:15])[CH3:14]. Given the reactants [S:1]1[CH:5]=[CH:4][CH:3]=[C:2]1[C:6]1[CH:10]=[CH:9][NH:8][N:7]=1.[H-].[Na+].[CH:13](I)([CH3:15])[CH3:14].O, predict the reaction product. (5) Given the reactants [OH:1][C:2]1([C:9]2[S:13][N:12]=[CH:11][CH:10]=2)[CH2:7][CH2:6][C:5](=O)[CH2:4][CH2:3]1.BrC1SN=CC=1.O1C2(CCC(=O)CC2)OCC1.[NH:31]1[CH2:34][CH:33]([NH:35][C:36](=[O:53])[CH2:37][NH:38][C:39]2[C:48]3[C:43](=[CH:44][CH:45]=[C:46]([C:49]([F:52])([F:51])[F:50])[CH:47]=3)[N:42]=[CH:41][N:40]=2)[CH2:32]1.[BH-](OC(C)=O)(OC(C)=O)OC(C)=O.[Na+], predict the reaction product. The product is: [OH:1][C:2]1([C:9]2[S:13][N:12]=[CH:11][CH:10]=2)[CH2:7][CH2:6][CH:5]([N:31]2[CH2:32][CH:33]([NH:35][C:36](=[O:53])[CH2:37][NH:38][C:39]3[C:48]4[C:43](=[CH:44][CH:45]=[C:46]([C:49]([F:50])([F:52])[F:51])[CH:47]=4)[N:42]=[CH:41][N:40]=3)[CH2:34]2)[CH2:4][CH2:3]1. (6) Given the reactants C(OC1C(F)=CC=C2C=1C(CCN(C)C)=CN2)C1C=CC=CC=1.[CH2:24]([N:26]1[C:34]2[C:29](=[C:30]([O:41][CH3:42])[CH:31]=[C:32]([C:35]3[CH:40]=[CH:39][CH:38]=[CH:37][CH:36]=3)[CH:33]=2)[C:28]([C:43](=[O:49])[C:44]([N:46]([CH3:48])[CH3:47])=O)=[CH:27]1)[CH3:25], predict the reaction product. The product is: [CH3:48][N:46]([CH3:47])[CH2:44][CH:43]([C:28]1[C:29]2[C:34](=[CH:33][C:32]([C:35]3[CH:36]=[CH:37][CH:38]=[CH:39][CH:40]=3)=[CH:31][C:30]=2[O:41][CH3:42])[N:26]([CH2:24][CH3:25])[CH:27]=1)[OH:49].